From a dataset of Reaction yield outcomes from USPTO patents with 853,638 reactions. Predict the reaction yield, written as a fraction of the theoretical maximum amount of product (1.0 means a 100% yield; for example, 0.34 means a 34% yield). (1) The reactants are [NH2:1][CH:2]([CH3:5])[CH2:3][OH:4].C[O:7][C:8]([C:10]1[C:14]([NH:15][C:16]([C:18]2[C:23]([NH:24][C:25]3[CH:26]=[N:27][CH:28]=[N:29][CH:30]=3)=[CH:22][CH:21]=[C:20]([CH:31]3[CH2:33][CH2:32]3)[N:19]=2)=[O:17])=[CH:13][N:12]([CH3:34])[N:11]=1)=O. No catalyst specified. The product is [OH:4][CH2:3][CH:2]([NH:1][C:8]([C:10]1[C:14]([NH:15][C:16]([C:18]2[C:23]([NH:24][C:25]3[CH:26]=[N:27][CH:28]=[N:29][CH:30]=3)=[CH:22][CH:21]=[C:20]([CH:31]3[CH2:33][CH2:32]3)[N:19]=2)=[O:17])=[CH:13][N:12]([CH3:34])[N:11]=1)=[O:7])[CH3:5]. The yield is 0.140. (2) The reactants are [Cl:1][C:2]1[CH:8]=[CH:7][C:5]([NH2:6])=[CH:4][CH:3]=1.B(Cl)(Cl)Cl.[C:13]([C:15]1[CH:20]=[CH:19][N:18]=[CH:17][CH:16]=1)#N.[Al+3].[Cl-].[Cl-].[Cl-].Cl.[OH-:26].[Na+]. The catalyst is C(Cl)Cl.O. The product is [NH2:6][C:5]1[CH:7]=[CH:8][C:2]([Cl:1])=[CH:3][C:4]=1[C:13]([C:15]1[CH:20]=[CH:19][N:18]=[CH:17][CH:16]=1)=[O:26]. The yield is 0.750. (3) The reactants are [N+:1]([C:4]1[CH:5]=[C:6](B(O)O)[CH:7]=[C:8]([C:10]([O:12][CH3:13])=[O:11])[CH:9]=1)([O-:3])=[O:2].[OH-].[Na+].C(=O)(O)[O-:20].[Na+].OOS([O-])=O.[K+]. The catalyst is O.CC(C)=O. The product is [OH:20][C:6]1[CH:7]=[C:8]([CH:9]=[C:4]([N+:1]([O-:3])=[O:2])[CH:5]=1)[C:10]([O:12][CH3:13])=[O:11]. The yield is 1.00.